Task: Predict the reaction yield, written as a fraction of the theoretical maximum amount of product (1.0 means a 100% yield; for example, 0.34 means a 34% yield).. Dataset: Reaction yield outcomes from USPTO patents with 853,638 reactions The reactants are [F:1][C:2]1[CH:7]=[CH:6][C:5]([C:8]2[N:9]([C:18]3[CH:23]=[CH:22][N:21]=[C:20](SC)[N:19]=3)[C:10]3[C:11]([N:17]=2)=[N:12][C:13]([NH2:16])=[CH:14][CH:15]=3)=[CH:4][CH:3]=1.C1C=C(Cl)C=C(C(OO)=O)C=1.C([O-])([O-])=O.[Na+].[Na+].[C:43]1([C@@H:49]([NH2:51])[CH3:50])[CH:48]=[CH:47][CH:46]=[CH:45][CH:44]=1. The catalyst is C(Cl)Cl.CC(O)=O. The product is [F:1][C:2]1[CH:7]=[CH:6][C:5]([C:8]2[N:9]([C:18]3[CH:23]=[CH:22][N:21]=[C:20]([NH:51][C@H:49]([C:43]4[CH:48]=[CH:47][CH:46]=[CH:45][CH:44]=4)[CH3:50])[N:19]=3)[C:10]3[C:11]([N:17]=2)=[N:12][C:13]([NH2:16])=[CH:14][CH:15]=3)=[CH:4][CH:3]=1. The yield is 0.520.